From a dataset of Peptide-MHC class II binding affinity with 134,281 pairs from IEDB. Regression. Given a peptide amino acid sequence and an MHC pseudo amino acid sequence, predict their binding affinity value. This is MHC class II binding data. (1) The peptide sequence is LMALLTPVTMAEVRL. The binding affinity (normalized) is 0.689. The MHC is DRB1_0901 with pseudo-sequence DRB1_0901. (2) The peptide sequence is WDNTSIDLTRKPVAG. The MHC is DRB1_0101 with pseudo-sequence DRB1_0101. The binding affinity (normalized) is 0.417. (3) The peptide sequence is QHLCGSHLVEALYLV. The MHC is DRB1_0101 with pseudo-sequence DRB1_0101. The binding affinity (normalized) is 0.525. (4) The peptide sequence is YDKFLPNVSTVLTGK. The MHC is DRB1_0405 with pseudo-sequence DRB1_0405. The binding affinity (normalized) is 0.152. (5) The peptide sequence is IFKVAATAANAAPAN. The MHC is DRB1_0701 with pseudo-sequence DRB1_0701. The binding affinity (normalized) is 0.441. (6) The peptide sequence is DYVRMWVQAATVMSA. The MHC is HLA-DQA10501-DQB10301 with pseudo-sequence HLA-DQA10501-DQB10301. The binding affinity (normalized) is 0.683. (7) The peptide sequence is EKKYFALTQFEPLAA. The MHC is HLA-DPA10201-DPB10501 with pseudo-sequence HLA-DPA10201-DPB10501. The binding affinity (normalized) is 0.848.